From a dataset of Forward reaction prediction with 1.9M reactions from USPTO patents (1976-2016). Predict the product of the given reaction. (1) Given the reactants [CH:1]([C:3]1[C:4]([O:12][CH3:13])=[C:5]([C:8]([F:11])=[CH:9][CH:10]=1)[C:6]#[N:7])=[CH2:2].C1C=C(Cl)C=C(C(OO)=[O:22])C=1, predict the reaction product. The product is: [F:11][C:8]1[C:5]([C:6]#[N:7])=[C:4]([O:12][CH3:13])[C:3]([CH:1]2[CH2:2][O:22]2)=[CH:10][CH:9]=1. (2) Given the reactants [F:1][C:2]1[CH:3]=[C:4]([CH2:20][OH:21])[CH:5]=[C:6]([F:19])[C:7]=1[O:8][C:9]1[CH:10]=[N:11][C:12]([C:15]([F:18])([F:17])[F:16])=[CH:13][CH:14]=1.Cl[C:23]1[CH:24]=[C:25]2[N:32](C(OC(C)(C)C)=O)[C@@H:31]([CH3:40])[CH2:30][N:26]2[C:27](=[O:29])[N:28]=1, predict the reaction product. The product is: [F:1][C:2]1[CH:3]=[C:4]([CH:5]=[C:6]([F:19])[C:7]=1[O:8][C:9]1[CH:10]=[N:11][C:12]([C:15]([F:16])([F:17])[F:18])=[CH:13][CH:14]=1)[CH2:20][O:21][C:23]1[CH:24]=[C:25]2[NH:32][C@@H:31]([CH3:40])[CH2:30][N:26]2[C:27](=[O:29])[N:28]=1.